This data is from Catalyst prediction with 721,799 reactions and 888 catalyst types from USPTO. The task is: Predict which catalyst facilitates the given reaction. (1) Reactant: Br[CH2:2][C:3]1[CH:4]=[CH:5][C:6]([CH3:13])=[C:7]([CH:12]=1)[C:8]([NH:10][CH3:11])=[O:9].[CH3:14][N:15]1[CH2:20][CH2:19][NH:18][CH2:17][CH2:16]1.O. Product: [CH3:13][C:6]1[CH:5]=[CH:4][C:3]([CH2:2][N:18]2[CH2:19][CH2:20][N:15]([CH3:14])[CH2:16][CH2:17]2)=[CH:12][C:7]=1[C:8]([NH:10][CH3:11])=[O:9]. The catalyst class is: 1. (2) Reactant: [C:1]([O:5][C:6](=[O:15])[NH:7][C@@H:8]([CH2:13][CH3:14])[CH2:9][N:10]=[N+]=[N-])([CH3:4])([CH3:3])[CH3:2]. Product: [C:1]([O:5][C:6](=[O:15])[NH:7][C@@H:8]([CH2:13][CH3:14])[CH2:9][NH2:10])([CH3:4])([CH3:3])[CH3:2]. The catalyst class is: 99. (3) Reactant: [CH2:1]([O:8][C:9]1[CH:13]=[C:12]([C:14](OC)=[O:15])[N:11]([CH2:18][CH:19]([CH3:21])[CH3:20])[N:10]=1)[C:2]1[CH:7]=[CH:6][CH:5]=[CH:4][CH:3]=1.[H-].[Al+3].[Li+].[H-].[H-].[H-].O.O.O.O.O.O.O.O.O.O.S([O-])([O-])(=O)=O.[Na+].[Na+]. Product: [CH2:1]([O:8][C:9]1[CH:13]=[C:12]([CH:14]=[O:15])[N:11]([CH2:18][CH:19]([CH3:21])[CH3:20])[N:10]=1)[C:2]1[CH:3]=[CH:4][CH:5]=[CH:6][CH:7]=1. The catalyst class is: 7. (4) Reactant: [OH-].[Na+].[CH2:3]([O:7][C:8]1[CH:13]=[CH:12][C:11]([NH:14][C:15](=[O:37])[N:16]([C:18]2[CH:19]=[C:20]([C:24]3[CH:29]=[CH:28][C:27]([CH2:30][CH2:31][C:32]([O:34]CC)=[O:33])=[CH:26][CH:25]=3)[CH:21]=[CH:22][CH:23]=2)[CH3:17])=[CH:10][CH:9]=1)[CH2:4][CH2:5][CH3:6]. Product: [CH2:3]([O:7][C:8]1[CH:9]=[CH:10][C:11]([NH:14][C:15](=[O:37])[N:16]([C:18]2[CH:19]=[C:20]([C:24]3[CH:25]=[CH:26][C:27]([CH2:30][CH2:31][C:32]([OH:34])=[O:33])=[CH:28][CH:29]=3)[CH:21]=[CH:22][CH:23]=2)[CH3:17])=[CH:12][CH:13]=1)[CH2:4][CH2:5][CH3:6]. The catalyst class is: 83.